This data is from Reaction yield outcomes from USPTO patents with 853,638 reactions. The task is: Predict the reaction yield, written as a fraction of the theoretical maximum amount of product (1.0 means a 100% yield; for example, 0.34 means a 34% yield). (1) The reactants are [C:1]([O:5][C:6](=[O:33])[N:7]([CH2:9][C:10]1[CH:14]=[C:13]([C:15]2[CH:20]=[CH:19][CH:18]=[C:17]([CH:21]=O)[C:16]=2[F:23])[N:12]([S:24]([C:27]2[CH:28]=[N:29][CH:30]=[CH:31][CH:32]=2)(=[O:26])=[O:25])[CH:11]=1)[CH3:8])([CH3:4])([CH3:3])[CH3:2].Cl.[NH2:35][OH:36].C([O-])(=O)C.[Na+].C(=O)([O-])O.[Na+]. The catalyst is CC(O)C. The product is [C:1]([O:5][C:6](=[O:33])[N:7]([CH2:9][C:10]1[CH:14]=[C:13]([C:15]2[CH:20]=[CH:19][CH:18]=[C:17]([CH:21]=[N:35][OH:36])[C:16]=2[F:23])[N:12]([S:24]([C:27]2[CH:28]=[N:29][CH:30]=[CH:31][CH:32]=2)(=[O:26])=[O:25])[CH:11]=1)[CH3:8])([CH3:3])([CH3:2])[CH3:4]. The yield is 0.800. (2) The product is [C:52]([O:1][C:2]1[C:3]([C:10](=[O:11])[NH:12][C@H:13]2[CH2:21][CH2:20][CH2:19][C@H:18]([CH2:22][CH2:23][CH2:24][C:25]3[CH:30]=[CH:29][CH:28]=[CH:27][CH:26]=3)[C@@H:17]([CH2:31][C:32]3[CH:37]=[CH:36][C:35]([O:38][C:39]([F:42])([F:41])[F:40])=[CH:34][CH:33]=3)[C@H:16]([CH3:43])[O:15][C:14]2=[O:44])=[N:4][CH:5]=[CH:6][C:7]=1[O:8][CH3:9])(=[O:56])[CH:53]([CH3:55])[CH3:54]. The yield is 1.00. The catalyst is CN(C1C=CN=CC=1)C.ClCCl. The reactants are [OH:1][C:2]1[C:3]([C:10]([NH:12][C@H:13]2[CH2:21][CH2:20][CH2:19][C@H:18]([CH2:22][CH2:23][CH2:24][C:25]3[CH:30]=[CH:29][CH:28]=[CH:27][CH:26]=3)[C@@H:17]([CH2:31][C:32]3[CH:37]=[CH:36][C:35]([O:38][C:39]([F:42])([F:41])[F:40])=[CH:34][CH:33]=3)[C@H:16]([CH3:43])[O:15][C:14]2=[O:44])=[O:11])=[N:4][CH:5]=[CH:6][C:7]=1[O:8][CH3:9].CCN(CC)CC.[C:52](Cl)(=[O:56])[CH:53]([CH3:55])[CH3:54]. (3) The reactants are [N:1]1[C:10]2[C:5](=[CH:6][CH:7]=[CH:8][CH:9]=2)[C:4]([N:11]([CH2:25][CH2:26][N:27]([CH3:29])[CH3:28])[C:12](=[O:24])C2C(OC)=C(OC)C=CC=2I)=[CH:3]C=1.C(Cl)(=O)C(Cl)=O.[CH3:36][O:37][C:38]1[CH:39]=[C:40]([C:44](I)=[CH:45][C:46]=1[O:47][CH3:48])C(O)=O.C([N:52](CC)CC)C. The catalyst is C(Cl)Cl. The product is [CH3:28][N:27]([CH3:29])[CH2:26][CH2:25][N:11]1[C:12](=[O:24])[C:40]2[CH2:39][CH:38]([O:37][CH3:36])[C:46]([O:47][CH3:48])=[CH:45][C:44]=2[C:3]2[C:4]1=[C:5]1[C:10](=[N:1][N:52]=2)[CH:9]=[CH:8][CH:7]=[CH:6]1. The yield is 0.0800. (4) The reactants are [CH3:1][C:2]1[C:6]([C:7]([NH2:9])=[O:8])=[C:5]([NH:10][C:11](=O)[CH2:12][CH:13]([CH3:15])[CH3:14])[S:4][N:3]=1.Cl. The catalyst is N. The product is [CH2:12]([C:11]1[NH:9][C:7](=[O:8])[C:6]2[C:2]([CH3:1])=[N:3][S:4][C:5]=2[N:10]=1)[CH:13]([CH3:15])[CH3:14]. The yield is 0.260. (5) The reactants are Cl.[S:2]1[CH:6]=[CH:5][C:4]([C:7]2[CH:8]=[C:9]3[C:14](=[CH:15][CH:16]=2)[CH2:13][NH:12][CH2:11][CH2:10]3)=[CH:3]1.[C:17]([O:20][C@@H:21]([C:23]1[N:28]=[C:27](Cl)[CH:26]=[CH:25][N:24]=1)[CH3:22])(=[O:19])[CH3:18].C(N(CC)CC)C. The catalyst is C(O)(C)C. The product is [C:17]([O:20][C@@H:21]([C:23]1[N:24]=[C:25]([N:12]2[CH2:11][CH2:10][C:9]3[C:14](=[CH:15][CH:16]=[C:7]([C:4]4[CH:5]=[CH:6][S:2][CH:3]=4)[CH:8]=3)[CH2:13]2)[CH:26]=[CH:27][N:28]=1)[CH3:22])(=[O:19])[CH3:18]. The yield is 0.980. (6) The reactants are [CH3:1][N:2]1[CH:7]=[C:6]([N+:8]([O-])=O)[CH:5]=[C:4]([CH3:11])[C:3]1=[O:12].C1COCC1. The catalyst is [Pd].CO. The product is [NH2:8][C:6]1[CH:5]=[C:4]([CH3:11])[C:3](=[O:12])[N:2]([CH3:1])[CH:7]=1. The yield is 0.730. (7) The reactants are [CH3:1][C:2]1[C:7]([C:8]([F:11])([F:10])[F:9])=[CH:6][C:5]([N+:12]([O-])=O)=[CH:4][C:3]=1[N:15]1[C:19](=[O:20])[N:18]([CH3:21])[N:17]=[N:16]1. The catalyst is CO.[Pd]. The product is [NH2:12][C:5]1[CH:6]=[C:7]([C:8]([F:11])([F:10])[F:9])[C:2]([CH3:1])=[C:3]([N:15]2[C:19](=[O:20])[N:18]([CH3:21])[N:17]=[N:16]2)[CH:4]=1. The yield is 1.00. (8) The reactants are [C:1]([Si:5]([CH3:24])([CH3:23])[O:6][C:7]1[CH:12]=[C:11]([C:13]([CH3:21])([CH3:20])[O:14][SiH2:15][C:16]([CH3:19])([CH3:18])[CH3:17])[CH:10]=[CH:9][C:8]=1[F:22])([CH3:4])([CH3:3])[CH3:2].[Li]C(CC)C.B(OC)(OC)[O:31]C.C(O)(=O)C.OO.O. The catalyst is C1COCC1. The product is [C:1]([Si:5]([CH3:24])([CH3:23])[O:6][C:7]1[C:8]([F:22])=[C:9]([OH:31])[CH:10]=[C:11]([C:13]([CH3:21])([CH3:20])[O:14][SiH2:15][C:16]([CH3:19])([CH3:18])[CH3:17])[CH:12]=1)([CH3:4])([CH3:3])[CH3:2]. The yield is 0.640.